From a dataset of Forward reaction prediction with 1.9M reactions from USPTO patents (1976-2016). Predict the product of the given reaction. Given the reactants Cl[C:2]1[CH:7]=[N:6][CH:5]=[C:4]([O:8][CH2:9][CH2:10][O:11][C:12]2[CH:21]=[CH:20][C:19]3[C:14](=[CH:15][C:16]([O:22][CH3:23])=[CH:17][CH:18]=3)[CH:13]=2)[N:3]=1.[CH3:24][O:25][C:26]1[CH:35]=[C:34]2[C:29]([CH:30]=[CH:31][C:32]([O:36][CH2:37][CH2:38][OH:39])=[CH:33]2)=[CH:28][CH:27]=1.[NH:40]1[CH2:45][CH2:44][NH:43][CH2:42][CH2:41]1.C([O-])([O-])=O.[K+].[K+].O=[O+][O-].COC1C=C2C(C=CC(O)=C2)=CC=1.C1(=O)OCCO1, predict the reaction product. The product is: [CH3:23][O:22][C:16]1[CH:15]=[C:14]2[C:19]([CH:20]=[CH:21][C:12]([O:11][CH2:10][CH2:9][O:8][C:4]3[CH:5]=[N:6][CH:7]=[C:2]([N:40]4[CH2:45][CH2:44][NH:43][CH2:42][CH2:41]4)[N:3]=3)=[CH:13]2)=[CH:18][CH:17]=1.[CH3:24][O:25][C:26]1[CH:35]=[C:34]2[C:29]([CH:30]=[CH:31][C:32]([O:36][CH2:37][CH2:38][OH:39])=[CH:33]2)=[CH:28][CH:27]=1.